This data is from Full USPTO retrosynthesis dataset with 1.9M reactions from patents (1976-2016). The task is: Predict the reactants needed to synthesize the given product. Given the product [F:14][C:2]([F:1])([F:13])[C:3]1[CH:8]=[CH:7][CH:6]=[CH:5][C:4]=1[S:9]([O-:12])(=[O:11])=[O:10].[CH:49]([O:51][CH2:52][CH2:53][O:15][C:16]1[CH:21]=[CH:20][C:19]([S+:22]([C:29]2[CH:30]=[CH:31][CH:32]=[CH:33][CH:34]=2)[C:23]2[CH:28]=[CH:27][CH:26]=[CH:25][CH:24]=2)=[CH:18][CH:17]=1)=[CH2:50], predict the reactants needed to synthesize it. The reactants are: [F:1][C:2]([F:14])([F:13])[C:3]1[CH:8]=[CH:7][CH:6]=[CH:5][C:4]=1[S:9]([O-:12])(=[O:11])=[O:10].[OH:15][C:16]1[CH:21]=[CH:20][C:19]([S+:22]([C:29]2[CH:34]=[CH:33][CH:32]=[CH:31][CH:30]=2)[C:23]2[CH:28]=[CH:27][CH:26]=[CH:25][CH:24]=2)=[CH:18][CH:17]=1.C(=O)([O-])[O-].[K+].[K+].CN(C)CCN(C)C.[CH:49]([O:51][CH2:52][CH2:53]Cl)=[CH2:50].